The task is: Predict which catalyst facilitates the given reaction.. This data is from Catalyst prediction with 721,799 reactions and 888 catalyst types from USPTO. (1) Product: [CH3:1][C:2]1[C:7]([CH:8]([CH2:13][CH2:14][CH3:15])[C:9]([OH:11])=[O:10])=[C:6]([C:16]2[CH:17]=[CH:18][C:19]([CH3:22])=[CH:20][CH:21]=2)[N:5]=[C:4]([S:23][C:24]2[CH:25]=[CH:26][CH:27]=[CH:28][CH:29]=2)[N:3]=1. The catalyst class is: 5. Reactant: [CH3:1][C:2]1[C:7]([CH:8]([CH2:13][CH2:14][CH3:15])[C:9]([O:11]C)=[O:10])=[C:6]([C:16]2[CH:21]=[CH:20][C:19]([CH3:22])=[CH:18][CH:17]=2)[N:5]=[C:4]([S:23][C:24]2[CH:29]=[CH:28][CH:27]=[CH:26][CH:25]=2)[N:3]=1.[OH-].[Na+]. (2) Reactant: [NH:1]1[CH2:5][CH2:4][N:3]=[C:2]1[CH2:6][CH:7]([C:16]1[CH:21]=[CH:20][CH:19]=[CH:18][N:17]=1)[C:8]1[CH:13]=[CH:12][CH:11]=[C:10]([O:14][CH3:15])[CH:9]=1.[H-].[Na+].[CH2:24](I)[CH2:25][CH3:26]. Product: [CH3:15][O:14][C:10]1[CH:9]=[C:8]([CH:7]([C:16]2[CH:21]=[CH:20][CH:19]=[CH:18][N:17]=2)[CH2:6][C:2]2[N:1]([CH2:24][CH2:25][CH3:26])[CH2:5][CH2:4][N:3]=2)[CH:13]=[CH:12][CH:11]=1. The catalyst class is: 1. (3) Reactant: [CH:1]1([O:6][C:7]2[N:15]=[C:14]3[C:10]([N:11]=[CH:12][N:13]3[C@@H:16]3[O:22][C@H:21]([CH2:23][F:24])[C@@H:19](O)[C@H:17]3[OH:18])=[C:9]([NH2:25])[N:8]=2)[CH2:5][CH2:4][CH2:3][CH2:2]1.C(OC(C([Br:35])=O)(C)C)(=O)C. Product: [Br:35][C@H:19]1[C@@H:21]([CH2:23][F:24])[O:22][C@@H:16]([N:13]2[CH:12]=[N:11][C:10]3[C:14]2=[N:15][C:7]([O:6][CH:1]2[CH2:5][CH2:4][CH2:3][CH2:2]2)=[N:8][C:9]=3[NH2:25])[C@@H:17]1[OH:18]. The catalyst class is: 47. (4) Reactant: C([N-]C(C)C)(C)C.[Li+].[O:9]=[C:10]1[CH2:15][CH2:14][CH2:13][CH2:12][N:11]1[C:16]([O:18][C:19]([CH3:22])([CH3:21])[CH3:20])=[O:17].[C:23]([N:42]1[CH:46]=[C:45]([CH:47]=[O:48])[N:44]=[CH:43]1)([C:36]1[CH:41]=[CH:40][CH:39]=[CH:38][CH:37]=1)([C:30]1[CH:35]=[CH:34][CH:33]=[CH:32][CH:31]=1)[C:24]1[CH:29]=[CH:28][CH:27]=[CH:26][CH:25]=1.[Cl-].[NH4+]. Product: [OH:48][CH:47]([C:45]1[N:44]=[CH:43][N:42]([C:23]([C:24]2[CH:29]=[CH:28][CH:27]=[CH:26][CH:25]=2)([C:30]2[CH:31]=[CH:32][CH:33]=[CH:34][CH:35]=2)[C:36]2[CH:41]=[CH:40][CH:39]=[CH:38][CH:37]=2)[CH:46]=1)[CH:15]1[CH2:14][CH2:13][CH2:12][N:11]([C:16]([O:18][C:19]([CH3:22])([CH3:21])[CH3:20])=[O:17])[C:10]1=[O:9]. The catalyst class is: 7. (5) The catalyst class is: 1. Product: [CH2:38]([N:34]1[C@H:35]([CH3:37])[CH2:36][N:31]([C@@H:23]([C:24]2[CH:29]=[CH:28][CH:27]=[C:26]([OH:30])[CH:25]=2)[C:19]2[CH:18]=[C:17]([CH:22]=[CH:21][CH:20]=2)[C:16]([N:12]2[CH2:13][CH2:14][CH2:15][N:9]([CH2:8][CH2:7][CH2:6][CH2:5][C:4]([OH:43])=[O:3])[CH2:10][CH2:11]2)=[O:42])[C@@H:32]([CH3:41])[CH2:33]1)[CH:39]=[CH2:40]. Reactant: C([O:3][C:4](=[O:43])[CH2:5][CH2:6][CH2:7][CH2:8][N:9]1[CH2:15][CH2:14][CH2:13][N:12]([C:16](=[O:42])[C:17]2[CH:22]=[CH:21][CH:20]=[C:19]([C@@H:23]([N:31]3[CH2:36][C@@H:35]([CH3:37])[N:34]([CH2:38][CH:39]=[CH2:40])[CH2:33][C@@H:32]3[CH3:41])[C:24]3[CH:29]=[CH:28][CH:27]=[C:26]([OH:30])[CH:25]=3)[CH:18]=2)[CH2:11][CH2:10]1)C.[OH-].[Na+].Cl. (6) Reactant: [N:1]1[CH:6]=[CH:5][C:4]([CH2:7][O:8][C:9]2[C:10]([N:15]3[CH2:19][CH2:18][CH:17]([NH2:20])[CH2:16]3)=[N:11][CH:12]=[CH:13][N:14]=2)=[CH:3][CH:2]=1.C(N(CC)CC)C.[N:28]([C:31]1[CH:36]=[CH:35][CH:34]=[C:33]([C:37]([F:40])([F:39])[F:38])[CH:32]=1)=[C:29]=[O:30]. Product: [N:1]1[CH:6]=[CH:5][C:4]([CH2:7][O:8][C:9]2[C:10]([N:15]3[CH2:19][CH2:18][CH:17]([NH:20][C:29]([NH:28][C:31]4[CH:36]=[CH:35][CH:34]=[C:33]([C:37]([F:38])([F:39])[F:40])[CH:32]=4)=[O:30])[CH2:16]3)=[N:11][CH:12]=[CH:13][N:14]=2)=[CH:3][CH:2]=1. The catalyst class is: 4. (7) Reactant: [C:1]([OH:4])(=[O:3])[CH3:2].[CH3:5][C:6]1[C:7]2[CH:8]=[C:9]([OH:39])[CH:10]=[CH:11][C:12]=2[N:13]([CH2:22][C:23]2[CH:24]=[CH:25][C:26]([O:29][CH2:30][CH2:31][N:32]3[CH2:38][CH2:37][CH2:36][CH2:35][CH2:34][CH2:33]3)=[CH:27][CH:28]=2)[C:14]=1[C:15]1[CH:16]=[CH:17][C:18]([OH:21])=[CH:19][CH:20]=1. Product: [CH3:5][C:6]1[C:7]2[CH:8]=[C:9]([OH:39])[CH:10]=[CH:11][C:12]=2[N:13]([CH2:22][C:23]2[CH:28]=[CH:27][C:26]([O:29][CH2:30][CH2:31][N:32]3[CH2:33][CH2:34][CH2:35][CH2:36][CH2:37][CH2:38]3)=[CH:25][CH:24]=2)[C:14]=1[C:15]1[CH:16]=[CH:17][C:18]([OH:21])=[CH:19][CH:20]=1.[CH3:2][C:1]([OH:4])=[O:3]. The catalyst class is: 336. (8) Reactant: CS(C)=O.FC(F)(F)C(OC(=O)C(F)(F)F)=O.[OH:18][C@H:19]1[CH:24]2[CH:22]([C@@H:23]2[C:25]([O:27][CH2:28][CH3:29])=[O:26])[S:21][CH2:20]1.C(N(CC)CC)C. Product: [O:18]=[C:19]1[CH:24]2[CH:22]([C@@H:23]2[C:25]([O:27][CH2:28][CH3:29])=[O:26])[S:21][CH2:20]1. The catalyst class is: 2. (9) Reactant: [CH2:1]([O:3][C:4]([C:6]1[C:15](=[O:16])[N:14]2[C:9]([C:10]([O:18][CH3:19])=[C:11](Cl)[CH:12]=[CH:13]2)=[C:8]([CH2:20][CH3:21])[CH:7]=1)=[O:5])[CH3:2].C(N(CC)CC)C.[C:29]([NH:36][CH2:37][CH2:38][CH:39]1[CH2:43][CH2:42][NH:41][CH2:40]1)([O:31][C:32]([CH3:35])([CH3:34])[CH3:33])=[O:30]. Product: [CH2:1]([O:3][C:4]([C:6]1[C:15](=[O:16])[N:14]2[C:9]([C:10]([O:18][CH3:19])=[C:11]([N:41]3[CH2:42][CH2:43][CH:39]([CH2:38][CH2:37][NH:36][C:29]([O:31][C:32]([CH3:35])([CH3:34])[CH3:33])=[O:30])[CH2:40]3)[CH:12]=[CH:13]2)=[C:8]([CH2:20][CH3:21])[CH:7]=1)=[O:5])[CH3:2]. The catalyst class is: 10. (10) The catalyst class is: 38. Product: [C:18]([N:15]1[CH2:16][CH2:17][CH:12]([N:8]2[CH:7]([CH3:21])[C:6]3[CH:22]=[C:2]([C:28]4[C:27]5[C:31](=[CH:32][C:24]([F:23])=[CH:25][CH:26]=5)[N:30]([C:33]([O:35][C:36]([CH3:39])([CH3:38])[CH3:37])=[O:34])[CH:29]=4)[CH:3]=[CH:4][C:5]=3[S:9]2(=[O:11])=[O:10])[CH2:13][CH2:14]1)(=[O:20])[CH3:19]. Reactant: Br[C:2]1[CH:3]=[CH:4][C:5]2[S:9](=[O:11])(=[O:10])[N:8]([CH:12]3[CH2:17][CH2:16][N:15]([C:18](=[O:20])[CH3:19])[CH2:14][CH2:13]3)[CH:7]([CH3:21])[C:6]=2[CH:22]=1.[F:23][C:24]1[CH:32]=[C:31]2[C:27]([C:28](B3OC(C)(C)C(C)(C)O3)=[CH:29][N:30]2[C:33]([O:35][C:36]([CH3:39])([CH3:38])[CH3:37])=[O:34])=[CH:26][CH:25]=1.[O-]P([O-])([O-])=O.[K+].[K+].[K+].N#N.